This data is from Forward reaction prediction with 1.9M reactions from USPTO patents (1976-2016). The task is: Predict the product of the given reaction. (1) Given the reactants [F:1][C:2]1[CH:7]=[CH:6][C:5]([C:8]2[CH:9]=[C:10]([C:15]([O:17]C)=[O:16])[C:11](=[O:14])[NH:12][N:13]=2)=[CH:4][C:3]=1[CH3:19].[Cl:20][C:21]1[CH:28]=[CH:27][CH:26]=[CH:25][C:22]=1[CH2:23]Cl, predict the reaction product. The product is: [C:15]([C:10]1[C:11](=[O:14])[N:12]([CH2:23][C:22]2[CH:25]=[CH:26][CH:27]=[CH:28][C:21]=2[Cl:20])[N:13]=[C:8]([C:5]2[CH:6]=[CH:7][C:2]([F:1])=[C:3]([CH3:19])[CH:4]=2)[CH:9]=1)([OH:17])=[O:16]. (2) Given the reactants [CH2:1]([O:3][C:4]([C:6]1[CH:7]=[N:8][N:9]2[C:14]([NH:15][C:16]3[CH:21]=[C:20]([CH3:22])[CH:19]=[CH:18][C:17]=3[F:23])=[C:13]([C:24]([OH:26])=O)[CH:12]=[N:11][C:10]=12)=[O:5])[CH3:2].Cl.[CH3:28][O:29][C:30]1[CH:35]=[CH:34][C:33]([CH:36]2[CH2:41][CH2:40][NH:39][CH2:38][CH2:37]2)=[CH:32][CH:31]=1, predict the reaction product. The product is: [CH2:1]([O:3][C:4]([C:6]1[CH:7]=[N:8][N:9]2[C:14]([NH:15][C:16]3[CH:21]=[C:20]([CH3:22])[CH:19]=[CH:18][C:17]=3[F:23])=[C:13]([C:24]([N:39]3[CH2:40][CH2:41][CH:36]([C:33]4[CH:32]=[CH:31][C:30]([O:29][CH3:28])=[CH:35][CH:34]=4)[CH2:37][CH2:38]3)=[O:26])[CH:12]=[N:11][C:10]=12)=[O:5])[CH3:2]. (3) The product is: [CH2:1]([O:3][C:4](=[O:7])[CH2:5][NH:17][CH2:16][CH2:15][NH:14][C:13]([O:12][C:8]([CH3:11])([CH3:10])[CH3:9])=[O:18])[CH3:2]. Given the reactants [CH2:1]([O:3][C:4](=[O:7])[CH2:5]Br)[CH3:2].[C:8]([O:12][C:13](=[O:18])[NH:14][CH2:15][CH2:16][NH2:17])([CH3:11])([CH3:10])[CH3:9].CCN(CC)CC, predict the reaction product.